Dataset: TCR-epitope binding with 47,182 pairs between 192 epitopes and 23,139 TCRs. Task: Binary Classification. Given a T-cell receptor sequence (or CDR3 region) and an epitope sequence, predict whether binding occurs between them. (1) The epitope is NQKLIANQF. The TCR CDR3 sequence is CASSFRLAGVGWELFF. Result: 1 (the TCR binds to the epitope). (2) The epitope is GTHWFVTQR. The TCR CDR3 sequence is CASSWPGGSNTGELFF. Result: 1 (the TCR binds to the epitope). (3) The epitope is RAKFKQLL. The TCR CDR3 sequence is CASSYKGLAITTYEQYF. Result: 1 (the TCR binds to the epitope). (4) The epitope is TFYLTNDVSFL. The TCR CDR3 sequence is CASSTEREAPYEQYF. Result: 0 (the TCR does not bind to the epitope). (5) The epitope is GLCTLVAML. The TCR CDR3 sequence is CASRLGETQYF. Result: 1 (the TCR binds to the epitope). (6) The epitope is RLDKVEAEV. The TCR CDR3 sequence is CASSQVAGLSGELFF. Result: 0 (the TCR does not bind to the epitope).